Dataset: Catalyst prediction with 721,799 reactions and 888 catalyst types from USPTO. Task: Predict which catalyst facilitates the given reaction. (1) Reactant: [CH:1](=O)[CH3:2].[Br:4][C:5]1[C:10]([C:11]([O:13][CH3:14])=[O:12])=[CH:9][CH:8]=[CH:7][C:6]=1[NH:15][CH:16]1[CH2:21][CH2:20][N:19]([C:22]([O:24][C:25]([CH3:28])([CH3:27])[CH3:26])=[O:23])[CH2:18][CH2:17]1.CC(O)=O.[BH-](OC(C)=O)(OC(C)=O)OC(C)=O.[Na+]. Product: [Br:4][C:5]1[C:10]([C:11]([O:13][CH3:14])=[O:12])=[CH:9][CH:8]=[CH:7][C:6]=1[N:15]([CH2:1][CH3:2])[CH:16]1[CH2:21][CH2:20][N:19]([C:22]([O:24][C:25]([CH3:28])([CH3:27])[CH3:26])=[O:23])[CH2:18][CH2:17]1. The catalyst class is: 2. (2) Reactant: [N+:1]([C:4]1[CH:10]=[CH:9][CH:8]=[CH:7][C:5]=1[NH2:6])([O-:3])=[O:2].[CH2:11]([O:13][C:14](=[O:28])[CH:15]([CH2:19][C:20](=O)[C:21]1[CH:26]=[CH:25][CH:24]=[CH:23][CH:22]=1)[C:16](=O)[CH3:17])[CH3:12].CC1C=CC(S(O)(=O)=O)=CC=1. Product: [CH2:11]([O:13][C:14]([C:15]1[CH:19]=[C:20]([C:21]2[CH:22]=[CH:23][CH:24]=[CH:25][CH:26]=2)[N:6]([C:5]2[CH:7]=[CH:8][CH:9]=[CH:10][C:4]=2[N+:1]([O-:3])=[O:2])[C:16]=1[CH3:17])=[O:28])[CH3:12]. The catalyst class is: 8. (3) Reactant: F[C:2]1[N:7]=[C:6]([NH2:8])[CH:5]=[CH:4][CH:3]=1.[CH3:9][CH:10]1[CH2:15][CH:14]([CH3:16])[CH2:13][NH:12][CH2:11]1. Product: [CH3:9][CH:10]1[CH2:15][CH:14]([CH3:16])[CH2:13][N:12]([C:2]2[N:7]=[C:6]([NH2:8])[CH:5]=[CH:4][CH:3]=2)[CH2:11]1. The catalyst class is: 6. (4) Reactant: [CH:1]([N:4]1[CH:8]=[CH:7][C:6]([CH2:9][OH:10])=[N:5]1)([CH3:3])[CH3:2].CC(OI1(OC(C)=O)(OC(C)=O)OC(=O)C2C=CC=CC1=2)=O. Product: [CH:1]([N:4]1[CH:8]=[CH:7][C:6]([CH:9]=[O:10])=[N:5]1)([CH3:3])[CH3:2]. The catalyst class is: 2. (5) Reactant: [C:1]([O:5][C:6]([N:8]1[CH:13]2[CH2:14][CH2:15][CH:9]1[CH2:10][NH:11][CH2:12]2)=[O:7])([CH3:4])([CH3:3])[CH3:2].C(N(CC)CC)C.[F:23][C:24]([F:35])([F:34])[C:25](O[C:25](=[O:26])[C:24]([F:35])([F:34])[F:23])=[O:26]. Product: [C:1]([O:5][C:6]([N:8]1[CH:9]2[CH2:15][CH2:14][CH:13]1[CH2:12][N:11]([C:25](=[O:26])[C:24]([F:35])([F:34])[F:23])[CH2:10]2)=[O:7])([CH3:4])([CH3:2])[CH3:3]. The catalyst class is: 2.